This data is from Forward reaction prediction with 1.9M reactions from USPTO patents (1976-2016). The task is: Predict the product of the given reaction. (1) Given the reactants [F:1][C:2]1[C:3]([CH:19]([OH:21])[CH3:20])=[C:4]([C:8]2[O:9][C:10]3[CH:16]=[CH:15][C:14]([C:17]#[N:18])=[CH:13][C:11]=3[CH:12]=2)[CH:5]=[N:6][CH:7]=1, predict the reaction product. The product is: [F:1][C:2]1[C:3]([C@@H:19]([OH:21])[CH3:20])=[C:4]([C:8]2[O:9][C:10]3[CH:16]=[CH:15][C:14]([C:17]#[N:18])=[CH:13][C:11]=3[CH:12]=2)[CH:5]=[N:6][CH:7]=1.[F:1][C:2]1[C:3]([C@H:19]([OH:21])[CH3:20])=[C:4]([C:8]2[O:9][C:10]3[CH:16]=[CH:15][C:14]([C:17]#[N:18])=[CH:13][C:11]=3[CH:12]=2)[CH:5]=[N:6][CH:7]=1. (2) The product is: [N:48]1([CH2:47][CH2:46][O:45][C:19]2[CH:18]=[CH:17][C:16]([NH2:15])=[C:21]([N+:22]([O-:24])=[O:23])[CH:20]=2)[CH2:53][CH2:52][O:51][CH2:50][CH2:49]1. Given the reactants N(C(OC(C)C)=O)=NC(OC(C)C)=O.[NH2:15][C:16]1[CH:17]=[C:18](O)[CH:19]=[CH:20][C:21]=1[N+:22]([O-:24])=[O:23].C1(P(C2C=CC=CC=2)C2C=CC=CC=2)C=CC=CC=1.[OH:45][CH2:46][CH2:47][N:48]1[CH2:53][CH2:52][O:51][CH2:50][CH2:49]1, predict the reaction product.